From a dataset of Full USPTO retrosynthesis dataset with 1.9M reactions from patents (1976-2016). Predict the reactants needed to synthesize the given product. (1) Given the product [NH2:19][C:5]1[C:6]2[N:7]=[C:8]([CH2:11][CH3:12])[O:9][C:10]=2[C:2]([Cl:1])=[CH:3][C:4]=1[F:13].[Cl:1][C:2]1[C:10]2[O:9][C:8]([CH2:11][CH3:12])=[N:7][C:6]=2[CH:5]=[C:4]([F:13])[C:3]=1[N+:19]([O-:21])=[O:20], predict the reactants needed to synthesize it. The reactants are: [Cl:1][C:2]1[C:10]2[O:9][C:8]([CH2:11][CH3:12])=[N:7][C:6]=2[CH:5]=[C:4]([F:13])[CH:3]=1.S(=O)(=O)(O)O.[N+:19]([O-])([OH:21])=[O:20]. (2) Given the product [Cl:1][C:2]1[CH:7]=[C:6]([C:8]2[CH:13]=[N:12][CH:11]=[C:10]([CH3:14])[N:9]=2)[CH:5]=[CH:4][C:3]=1[C:15]1[C:26](=[O:27])[N:25]([CH2:28][CH2:29][CH2:30][C:31]([NH2:33])=[O:32])[C:18]2[N:19]=[C:20]([S:23]([CH3:24])=[O:42])[N:21]=[CH:22][C:17]=2[CH:16]=1, predict the reactants needed to synthesize it. The reactants are: [Cl:1][C:2]1[CH:7]=[C:6]([C:8]2[CH:13]=[N:12][CH:11]=[C:10]([CH3:14])[N:9]=2)[CH:5]=[CH:4][C:3]=1[C:15]1[C:26](=[O:27])[N:25]([CH2:28][CH2:29][CH2:30][C:31]([NH2:33])=[O:32])[C:18]2[N:19]=[C:20]([S:23][CH3:24])[N:21]=[CH:22][C:17]=2[CH:16]=1.C1C=C(Cl)C=C(C(OO)=[O:42])C=1. (3) Given the product [F:1][C:2]1[CH:14]=[CH:13][C:5]([CH2:6][N:7]2[CH2:12][CH2:11][CH2:10][CH:9]([S:31]([C:25]3[CH:30]=[CH:29][CH:28]=[CH:27][CH:26]=3)=[O:32])[C:8]2=[O:38])=[CH:4][CH:3]=1, predict the reactants needed to synthesize it. The reactants are: [F:1][C:2]1[CH:14]=[CH:13][C:5]([CH2:6][N:7]2[CH2:12][CH2:11][CH2:10][CH2:9][CH2:8]2)=[CH:4][CH:3]=1.[Li+].C[Si]([N-][Si](C)(C)C)(C)C.[C:25]1([S:31](OC)=[O:32])[CH:30]=[CH:29][CH:28]=[CH:27][CH:26]=1.C1C[O:38]CC1. (4) The reactants are: [NH2:1][C:2]1[C:7]([S:8]([NH:11][C:12]([C:14]2[CH:15]=[CH:16][C:17]([C:28]3[CH:29]=[N:30][C:31]([O:34][C@@H:35]([CH3:45])[CH2:36][O:37]CC4C=CC=CC=4)=[CH:32][CH:33]=3)=[N:18][C:19]=2[N:20]2[CH2:24][C@@H:23]([CH3:25])[CH2:22][C:21]2([CH3:27])[CH3:26])=[O:13])(=[O:10])=[O:9])=[CH:6][CH:5]=[CH:4][N:3]=1.[H][H]. Given the product [NH2:1][C:2]1[C:7]([S:8]([NH:11][C:12]([C:14]2[CH:15]=[CH:16][C:17]([C:28]3[CH:29]=[N:30][C:31]([O:34][C@@H:35]([CH3:45])[CH2:36][OH:37])=[CH:32][CH:33]=3)=[N:18][C:19]=2[N:20]2[CH2:24][C@@H:23]([CH3:25])[CH2:22][C:21]2([CH3:26])[CH3:27])=[O:13])(=[O:9])=[O:10])=[CH:6][CH:5]=[CH:4][N:3]=1, predict the reactants needed to synthesize it. (5) Given the product [ClH:39].[ClH:39].[NH2:5][CH2:6][C:7]1[CH:12]=[CH:11][C:10]([F:13])=[C:9]([CH:14]2[CH2:19][CH2:18][N:17]([C:20]([C:22]3[NH:30][C:25]4=[N:26][CH:27]=[CH:28][CH:29]=[C:24]4[CH:23]=3)=[O:21])[CH2:16][CH2:15]2)[CH:8]=1, predict the reactants needed to synthesize it. The reactants are: FC(F)(F)C([NH:5][CH2:6][C:7]1[CH:12]=[CH:11][C:10]([F:13])=[C:9]([CH:14]2[CH2:19][CH2:18][N:17]([C:20]([C:22]3[NH:30][C:25]4=[N:26][CH:27]=[CH:28][CH:29]=[C:24]4[CH:23]=3)=[O:21])[CH2:16][CH2:15]2)[CH:8]=1)=O.C([O-])([O-])=O.[K+].[K+].[ClH:39].O1CCOCC1.